This data is from Reaction yield outcomes from USPTO patents with 853,638 reactions. The task is: Predict the reaction yield, written as a fraction of the theoretical maximum amount of product (1.0 means a 100% yield; for example, 0.34 means a 34% yield). The reactants are [CH:1]1([NH:4][C:5]([C:7]2[CH:8]=[C:9]([F:32])[C:10]([CH3:31])=[C:11]([C:13]3[CH:18]=[CH:17][C:16]([C:19]([O:21]C)=[O:20])=[CH:15][C:14]=3[C:23]([NH:25][C:26]3[S:27][CH:28]=[CH:29][N:30]=3)=[O:24])[CH:12]=2)=[O:6])[CH2:3][CH2:2]1.O.[OH-].[Li+]. The catalyst is C1COCC1. The product is [CH:1]1([NH:4][C:5]([C:7]2[CH:8]=[C:9]([F:32])[C:10]([CH3:31])=[C:11]([C:13]3[CH:18]=[CH:17][C:16]([C:19]([OH:21])=[O:20])=[CH:15][C:14]=3[C:23]([NH:25][C:26]3[S:27][CH:28]=[CH:29][N:30]=3)=[O:24])[CH:12]=2)=[O:6])[CH2:3][CH2:2]1. The yield is 0.740.